From a dataset of NCI-60 drug combinations with 297,098 pairs across 59 cell lines. Regression. Given two drug SMILES strings and cell line genomic features, predict the synergy score measuring deviation from expected non-interaction effect. (1) Drug 1: C1=C(C(=O)NC(=O)N1)N(CCCl)CCCl. Drug 2: C1CC(=O)NC(=O)C1N2C(=O)C3=CC=CC=C3C2=O. Cell line: NCIH23. Synergy scores: CSS=15.4, Synergy_ZIP=-1.01, Synergy_Bliss=-0.707, Synergy_Loewe=-13.5, Synergy_HSA=-0.577. (2) Drug 1: CC1C(C(=O)NC(C(=O)N2CCCC2C(=O)N(CC(=O)N(C(C(=O)O1)C(C)C)C)C)C(C)C)NC(=O)C3=C4C(=C(C=C3)C)OC5=C(C(=O)C(=C(C5=N4)C(=O)NC6C(OC(=O)C(N(C(=O)CN(C(=O)C7CCCN7C(=O)C(NC6=O)C(C)C)C)C)C(C)C)C)N)C. Drug 2: CC1=C(C=C(C=C1)NC(=O)C2=CC=C(C=C2)CN3CCN(CC3)C)NC4=NC=CC(=N4)C5=CN=CC=C5. Cell line: HS 578T. Synergy scores: CSS=44.3, Synergy_ZIP=-1.13, Synergy_Bliss=5.51, Synergy_Loewe=-31.2, Synergy_HSA=6.17. (3) Drug 1: CN(C)C1=NC(=NC(=N1)N(C)C)N(C)C. Drug 2: CC1=C(C=C(C=C1)NC(=O)C2=CC=C(C=C2)CN3CCN(CC3)C)NC4=NC=CC(=N4)C5=CN=CC=C5. Cell line: HCT116. Synergy scores: CSS=3.77, Synergy_ZIP=1.40, Synergy_Bliss=2.56, Synergy_Loewe=0.247, Synergy_HSA=0.224. (4) Synergy scores: CSS=-0.955, Synergy_ZIP=-4.52, Synergy_Bliss=-6.59, Synergy_Loewe=-6.97, Synergy_HSA=-6.25. Drug 2: C1=CC(=CC=C1CCCC(=O)O)N(CCCl)CCCl. Cell line: UACC-257. Drug 1: CC12CCC(CC1=CCC3C2CCC4(C3CC=C4C5=CN=CC=C5)C)O.